This data is from Forward reaction prediction with 1.9M reactions from USPTO patents (1976-2016). The task is: Predict the product of the given reaction. The product is: [NH2:19][C:3]1[CH:4]=[C:5]([S:8]([N:11]2[CH2:15][CH2:14][CH2:13][C@@H:12]2[CH2:16][CH2:17][OH:18])(=[O:10])=[O:9])[CH:6]=[CH:7][C:2]=1[CH3:1]. Given the reactants [CH3:1][C:2]1[CH:7]=[CH:6][C:5]([S:8]([N:11]2[CH2:15][CH2:14][CH2:13][C@@H:12]2[CH2:16][CH2:17][OH:18])(=[O:10])=[O:9])=[CH:4][C:3]=1[N+:19]([O-])=O.O.NN, predict the reaction product.